Dataset: Peptide-MHC class I binding affinity with 185,985 pairs from IEDB/IMGT. Task: Regression. Given a peptide amino acid sequence and an MHC pseudo amino acid sequence, predict their binding affinity value. This is MHC class I binding data. (1) The binding affinity (normalized) is 0.0847. The peptide sequence is AVTAALHRK. The MHC is HLA-B40:01 with pseudo-sequence HLA-B40:01. (2) The peptide sequence is QSFDYLPL. The MHC is H-2-Db with pseudo-sequence H-2-Db. The binding affinity (normalized) is 0.274.